Dataset: Forward reaction prediction with 1.9M reactions from USPTO patents (1976-2016). Task: Predict the product of the given reaction. (1) Given the reactants [S:1]1[CH:5]=[CH:4][C:3]([C:6]2[CH:15]=[CH:14][CH:13]=[C:12]3[C:7]=2[CH:8]=[CH:9][N:10]=[CH:11]3)=[CH:2]1.ClC1C=CC=C(C(OO)=[O:24])C=1.C(OCC)(=O)C, predict the reaction product. The product is: [S:1]1[CH:5]=[CH:4][C:3]([C:6]2[CH:15]=[CH:14][CH:13]=[C:12]3[C:7]=2[CH:8]=[CH:9][N+:10]([O-:24])=[CH:11]3)=[CH:2]1. (2) Given the reactants [CH2:1]([N:3]([CH:24]([CH3:33])[C:25](=[O:32])[C:26]1[CH:31]=[CH:30][CH:29]=[CH:28][CH:27]=1)[C:4]([C:6]1[N:7]=[C:8]([CH:11]2[CH2:16][CH2:15][N:14](C(OC(C)(C)C)=O)[CH2:13][CH2:12]2)[S:9][CH:10]=1)=[O:5])[CH3:2].[ClH:34], predict the reaction product. The product is: [Cl-:34].[CH2:1]([N:3]([CH:24]([CH3:33])[C:25](=[O:32])[C:26]1[CH:27]=[CH:28][CH:29]=[CH:30][CH:31]=1)[C:4]([C:6]1[N:7]=[C:8]([CH:11]2[CH2:12][CH2:13][NH2+:14][CH2:15][CH2:16]2)[S:9][CH:10]=1)=[O:5])[CH3:2]. (3) Given the reactants [CH2:1]([CH:5]1[C:14]2[C:9](=[CH:10][C:11]([O:15][CH3:16])=[CH:12][CH:13]=2)[CH2:8][CH2:7][C:6]1=O)[CH2:2][CH2:3][CH3:4], predict the reaction product. The product is: [CH2:1]([C:5]12[C:14]3[C:9](=[CH:10][C:11]([O:15][CH3:16])=[CH:12][CH:13]=3)[CH2:8][CH2:7][C:6]1=[CH:12][C:11](=[O:15])[CH2:10][CH2:9]2)[CH2:2][CH2:3][CH3:4]. (4) Given the reactants CO[C:3](=[O:26])[C:4]1[CH:9]=[CH:8][C:7]([NH:10][C:11]2[S:12][C:13]3[CH2:19][CH2:18][CH2:17][CH:16]([C:20]4[CH:25]=[CH:24][CH:23]=[CH:22][CH:21]=4)[C:14]=3[N:15]=2)=[CH:6][CH:5]=1.O.[NH2:28][NH2:29].[CH2:30]([OH:32])C, predict the reaction product. The product is: [CH3:30][O:32][C:9]1[CH:8]=[C:7]([NH:10][C:11]2[S:12][C:13]3[CH2:19][CH2:18][CH2:17][CH:16]([C:20]4[CH:21]=[CH:22][CH:23]=[CH:24][CH:25]=4)[C:14]=3[N:15]=2)[CH:6]=[CH:5][C:4]=1[C:3]([NH:28][NH2:29])=[O:26]. (5) The product is: [I:1][C:2]1[C:10]2[C:5](=[CH:6][CH:7]=[CH:8][C:9]=2[N+:11]([O-:13])=[O:12])[N:4]([CH2:15][C:16]2[N:20]([CH2:21][C:22]3[CH:23]=[CH:24][C:25]([O:28][CH3:29])=[CH:26][CH:27]=3)[N:19]=[CH:18][CH:17]=2)[N:3]=1. Given the reactants [I:1][C:2]1[C:10]2[C:5](=[CH:6][CH:7]=[CH:8][C:9]=2[N+:11]([O-:13])=[O:12])[NH:4][N:3]=1.Br[CH2:15][C:16]1[N:20]([CH2:21][C:22]2[CH:27]=[CH:26][C:25]([O:28][CH3:29])=[CH:24][CH:23]=2)[N:19]=[CH:18][CH:17]=1.C([O-])([O-])=O.[K+].[K+], predict the reaction product. (6) Given the reactants [C:1]([O:5][C:6]([N:8]1[CH2:13][C@@H:12]([C:14](=[O:37])[NH:15][CH2:16][C:17]2([CH2:31][CH2:32][CH2:33][CH2:34][O:35][CH3:36])[C:30]3[CH:29]=[CH:28][CH:27]=[CH:26][C:25]=3[O:24][C:23]3[C:18]2=[CH:19][CH:20]=[CH:21][CH:22]=3)[CH2:11][C@@H:10]([C:38]([OH:40])=O)[CH2:9]1)=[O:7])([CH3:4])([CH3:3])[CH3:2].[CH:41]1([CH2:47][NH2:48])[CH2:46][CH2:45][CH2:44][CH2:43][CH2:42]1.[CH2:49](N(CC)CC)[CH3:50], predict the reaction product. The product is: [C:1]([O:5][C:6]([N:8]1[CH2:13][C@@H:12]([C:14](=[O:37])[NH:15][CH2:16][C:17]2([CH2:31][CH2:32][CH2:33][CH2:34][O:35][CH3:36])[C:18]3[CH:19]=[CH:20][CH:21]=[CH:22][C:23]=3[O:24][C:29]3[C:30]2=[CH:25][CH:26]=[CH:27][CH:28]=3)[CH2:11][C@@H:10]([C:38](=[O:40])[N:48]([CH2:47][CH:41]2[CH2:46][CH2:45][CH2:44][CH2:43][CH2:42]2)[CH2:49][CH3:50])[CH2:9]1)=[O:7])([CH3:3])([CH3:4])[CH3:2].